From a dataset of Forward reaction prediction with 1.9M reactions from USPTO patents (1976-2016). Predict the product of the given reaction. (1) Given the reactants Br[C:2]1[CH:3]=[CH:4][C:5]([O:13][CH2:14][CH2:15][N:16]([CH3:18])[CH3:17])=[C:6]([NH:8][S:9]([CH3:12])(=[O:11])=[O:10])[CH:7]=1.[CH3:19][C:20]1([CH3:36])[C:24]([CH3:26])([CH3:25])[O:23][B:22]([B:22]2[O:23][C:24]([CH3:26])([CH3:25])[C:20]([CH3:36])([CH3:19])[O:21]2)[O:21]1.C([O-])(=O)C.[K+], predict the reaction product. The product is: [CH3:17][N:16]([CH3:18])[CH2:15][CH2:14][O:13][C:5]1[CH:4]=[CH:3][C:2]([B:22]2[O:23][C:24]([CH3:26])([CH3:25])[C:20]([CH3:36])([CH3:19])[O:21]2)=[CH:7][C:6]=1[NH:8][S:9]([CH3:12])(=[O:11])=[O:10]. (2) The product is: [C:47]([O:50][C:11]1[CH:16]=[N:15][C:14]([CH3:17])=[C:13]([C:18]2[CH:27]=[C:26]3[C:21]([CH:22]=[C:23]([NH:28][C:29]([CH:31]4[CH2:33][CH2:32]4)=[O:30])[N:24]=[CH:25]3)=[CH:20][CH:19]=2)[CH:12]=1)(=[O:49])[CH3:48]. Given the reactants B(F)(F)F.CCOCC.N[C:11]1[CH:12]=[C:13]([C:18]2[CH:27]=[C:26]3[C:21]([CH:22]=[C:23]([NH:28][C:29]([CH:31]4[CH2:33][CH2:32]4)=[O:30])[N:24]=[CH:25]3)=[CH:20][CH:19]=2)[C:14]([CH3:17])=[N:15][CH:16]=1.COCCOC.N(OC(C)(C)C)=O.[C:47]([O:50]C(=O)C)(=[O:49])[CH3:48], predict the reaction product. (3) Given the reactants [CH3:1][C:2]1[CH:11]=[CH:10][C:9]([NH2:12])=[CH:8][C:3]=1[C:4]([O:6][CH3:7])=[O:5].[CH:13](OCC)(OCC)OCC.[N-:23]=[N+:24]=[N-:25].[Na+], predict the reaction product. The product is: [CH3:1][C:2]1[CH:11]=[CH:10][C:9]([N:12]2[CH:13]=[N:25][N:24]=[N:23]2)=[CH:8][C:3]=1[C:4]([O:6][CH3:7])=[O:5]. (4) Given the reactants Cl.[N+:2]([C:5]1[CH:12]=[CH:11][CH:10]=[C:9]([O:13][CH2:14][CH:15]2[CH2:19][CH2:18][NH:17][CH2:16]2)[C:6]=1[C:7]#[N:8])([O-:4])=[O:3].[C:20](Cl)(=[O:24])[CH2:21][CH2:22][CH3:23], predict the reaction product. The product is: [N+:2]([C:5]1[CH:12]=[CH:11][CH:10]=[C:9]([O:13][CH2:14][CH:15]2[CH2:19][CH2:18][N:17]([C:20](=[O:24])[CH2:21][CH2:22][CH3:23])[CH2:16]2)[C:6]=1[C:7]#[N:8])([O-:4])=[O:3]. (5) The product is: [I:1][C:2]1[CH:3]=[C:4]([CH:7]=[C:8]([CH3:11])[C:9]=1[O:10][CH3:15])[CH:5]=[O:6]. Given the reactants [I:1][C:2]1[CH:3]=[C:4]([CH:7]=[C:8]([CH3:11])[C:9]=1[OH:10])[CH:5]=[O:6].[H-].[Na+].I[CH3:15], predict the reaction product. (6) Given the reactants [CH3:1][C:2]1[CH:7]=[C:6]([CH3:8])[NH:5][C:4](=[O:9])[C:3]=1[CH2:10][NH:11][C:12]([C:14]1[C:15]([CH3:37])=[C:16]([N:19]2[CH2:23][CH2:22][CH2:21][CH:20]2[CH:24]2[CH2:29][CH2:28][N:27](C(OC(C)(C)C)=O)[CH2:26][CH2:25]2)[S:17][CH:18]=1)=[O:13].Cl, predict the reaction product. The product is: [CH3:1][C:2]1[CH:7]=[C:6]([CH3:8])[NH:5][C:4](=[O:9])[C:3]=1[CH2:10][NH:11][C:12]([C:14]1[C:15]([CH3:37])=[C:16]([N:19]2[CH2:23][CH2:22][CH2:21][CH:20]2[CH:24]2[CH2:25][CH2:26][NH:27][CH2:28][CH2:29]2)[S:17][CH:18]=1)=[O:13]. (7) Given the reactants [Cl:1][C:2]1[NH:3][C:4]2[CH:10]=[CH:9][CH:8]=[CH:7][C:5]=2[N:6]=1.[C@H:11]1([NH2:21])[C:20]2[C:15](=[CH:16][CH:17]=[CH:18][CH:19]=2)[CH2:14][CH2:13][CH2:12]1, predict the reaction product. The product is: [N:6]1[C:5]2[CH:7]=[CH:8][CH:9]=[CH:10][C:4]=2[NH:3][C:2]=1[NH:21][C@H:11]1[C:20]2[C:15](=[CH:16][CH:17]=[CH:18][CH:19]=2)[CH2:14][CH2:13][CH2:12]1.[ClH:1].